Dataset: Reaction yield outcomes from USPTO patents with 853,638 reactions. Task: Predict the reaction yield, written as a fraction of the theoretical maximum amount of product (1.0 means a 100% yield; for example, 0.34 means a 34% yield). (1) The reactants are [C:1]([NH:6][C:7]1[CH:8]=[CH:9][C:10]([CH3:26])=[C:11]([CH:13]2[CH2:18][CH2:17][N:16](C(OC(C)(C)C)=O)[CH2:15][CH2:14]2)[CH:12]=1)(=[O:5])[CH:2]([CH3:4])[CH3:3].C(O)(C(F)(F)F)=O. The catalyst is C(Cl)Cl. The product is [CH3:3][CH:2]([CH3:4])[C:1]([NH:6][C:7]1[CH:8]=[CH:9][C:10]([CH3:26])=[C:11]([CH:13]2[CH2:18][CH2:17][NH:16][CH2:15][CH2:14]2)[CH:12]=1)=[O:5]. The yield is 0.780. (2) The reactants are Br[C:2]1[S:3][CH:4]=[CH:5][N:6]=1.[CH:7]([C:9]1[CH:14]=[CH:13][C:12](B(O)O)=[CH:11][CH:10]=1)=[O:8].C([O-])([O-])=O.[K+].[K+]. The catalyst is C1(C)C=CC=CC=1.O.C(OCC)(=O)C.C1C=CC([P]([Pd]([P](C2C=CC=CC=2)(C2C=CC=CC=2)C2C=CC=CC=2)([P](C2C=CC=CC=2)(C2C=CC=CC=2)C2C=CC=CC=2)[P](C2C=CC=CC=2)(C2C=CC=CC=2)C2C=CC=CC=2)(C2C=CC=CC=2)C2C=CC=CC=2)=CC=1. The product is [S:3]1[CH:4]=[CH:5][N:6]=[C:2]1[C:12]1[CH:13]=[CH:14][C:9]([CH:7]=[O:8])=[CH:10][CH:11]=1. The yield is 0.150. (3) The yield is 0.0610. The product is [CH2:9]([S:11]([N:14]1[CH2:23][CH2:22][C:21]2[C:16](=[CH:17][CH:18]=[C:19]([C:24]([NH:31][OH:32])=[O:26])[CH:20]=2)[CH2:15]1)(=[O:12])=[O:13])[CH2:8][CH2:7][CH3:6]. The catalyst is CS(C)=O. The reactants are O1C=CC([C:6]2S[C:9]([S:11]([N:14]3[CH2:23][CH2:22][C:21]4[C:16](=[CH:17][CH:18]=[C:19]([C:24]([O:26]C)=O)[CH:20]=4)[CH2:15]3)(=[O:13])=[O:12])=[CH:8][CH:7]=2)=N1.CO.Cl.[NH2:31][OH:32].[OH-].[K+]. (4) The reactants are C([O:3][C:4]([C:6]1([C:9]2[CH:14]=[CH:13][C:12]([C:15]3[CH:20]=[CH:19][C:18]([C:21]4[S:22][C:23]([Cl:38])=[CH:24][C:25]=4[NH:26][C:27]([O:29][C@@H:30]([C:32]4[CH:37]=[CH:36][CH:35]=[CH:34][CH:33]=4)[CH3:31])=[O:28])=[CH:17][C:16]=3[O:39][CH3:40])=[CH:11][CH:10]=2)[CH2:8][CH2:7]1)=[O:5])C.[OH-].[Na+].Cl. The yield is 0.580. The catalyst is C(O)(C)C. The product is [Cl:38][C:23]1[S:22][C:21]([C:18]2[CH:19]=[CH:20][C:15]([C:12]3[CH:11]=[CH:10][C:9]([C:6]4([C:4]([OH:5])=[O:3])[CH2:8][CH2:7]4)=[CH:14][CH:13]=3)=[C:16]([O:39][CH3:40])[CH:17]=2)=[C:25]([NH:26][C:27]([O:29][C@@H:30]([C:32]2[CH:33]=[CH:34][CH:35]=[CH:36][CH:37]=2)[CH3:31])=[O:28])[CH:24]=1. (5) The reactants are C([O:3][C:4](=[O:29])[CH2:5][NH:6][CH2:7][C:8]1[CH:17]=[CH:16][C:15]2[C:10](=[CH:11][CH:12]=[C:13]([O:18][CH:19]3[CH2:24][CH2:23][CH:22]([C:25]([CH3:28])([CH3:27])[CH3:26])[CH2:21][CH2:20]3)[CH:14]=2)[CH:9]=1)C.[OH-].[Li+].Cl. The catalyst is CO. The product is [C:25]([C@H:22]1[CH2:21][CH2:20][C@H:19]([O:18][C:13]2[CH:14]=[C:15]3[C:10](=[CH:11][CH:12]=2)[CH:9]=[C:8]([CH2:7][NH:6][CH2:5][C:4]([OH:29])=[O:3])[CH:17]=[CH:16]3)[CH2:24][CH2:23]1)([CH3:28])([CH3:26])[CH3:27]. The yield is 0.860. (6) The reactants are Br[C:2]1[CH:7]=[CH:6][C:5]([CH2:8][CH2:9][N:10]2[CH2:14][CH2:13][CH2:12][C@H:11]2[CH3:15])=[CH:4][CH:3]=1.[CH3:16][S:17]([C:20]1[CH:25]=[CH:24][C:23](B(O)O)=[CH:22][CH:21]=1)(=[O:19])=[O:18].C([O-])([O-])=O.[Na+].[Na+]. The catalyst is CCO.C1C=CC=CC=1.O.C1C=CC([P]([Pd]([P](C2C=CC=CC=2)(C2C=CC=CC=2)C2C=CC=CC=2)([P](C2C=CC=CC=2)(C2C=CC=CC=2)C2C=CC=CC=2)[P](C2C=CC=CC=2)(C2C=CC=CC=2)C2C=CC=CC=2)(C2C=CC=CC=2)C2C=CC=CC=2)=CC=1. The product is [CH3:16][S:17]([C:20]1[CH:25]=[CH:24][C:23]([C:2]2[CH:7]=[CH:6][C:5]([CH2:8][CH2:9][N:10]3[CH2:14][CH2:13][CH2:12][C@H:11]3[CH3:15])=[CH:4][CH:3]=2)=[CH:22][CH:21]=1)(=[O:19])=[O:18]. The yield is 0.250. (7) The reactants are N(OC(C)(C)C)=O.N[C:9]1[S:10][C:11]2[CH:17]=[C:16]([C:18]([F:21])([F:20])[F:19])[CH:15]=[CH:14][C:12]=2[N:13]=1.[ClH:22]. The catalyst is C(#N)C.[Cu]. The product is [Cl:22][C:9]1[S:10][C:11]2[CH:17]=[C:16]([C:18]([F:21])([F:20])[F:19])[CH:15]=[CH:14][C:12]=2[N:13]=1. The yield is 0.920.